Dataset: Peptide-MHC class II binding affinity with 134,281 pairs from IEDB. Task: Regression. Given a peptide amino acid sequence and an MHC pseudo amino acid sequence, predict their binding affinity value. This is MHC class II binding data. (1) The peptide sequence is HTLWSNGVLESDMII. The MHC is DRB5_0101 with pseudo-sequence DRB5_0101. The binding affinity (normalized) is 0. (2) The binding affinity (normalized) is 0.386. The peptide sequence is EKGYFAATQFEPLAA. The MHC is HLA-DQA10501-DQB10301 with pseudo-sequence HLA-DQA10501-DQB10301.